This data is from Forward reaction prediction with 1.9M reactions from USPTO patents (1976-2016). The task is: Predict the product of the given reaction. Given the reactants [CH2:1]([O:8][C:9](=[O:18])[NH:10][C@H:11]([CH2:16][OH:17])[CH2:12][CH:13]([CH3:15])[CH3:14])[C:2]1[CH:7]=[CH:6][CH:5]=[CH:4][CH:3]=1.[Si:19](Cl)([C:32]([CH3:35])([CH3:34])[CH3:33])([C:26]1[CH:31]=[CH:30][CH:29]=[CH:28][CH:27]=1)[C:20]1[CH:25]=[CH:24][CH:23]=[CH:22][CH:21]=1.N1C=CN=C1, predict the reaction product. The product is: [CH2:1]([O:8][C:9](=[O:18])[NH:10][C@H:11]([CH2:16][O:17][Si:19]([C:32]([CH3:35])([CH3:34])[CH3:33])([C:26]1[CH:27]=[CH:28][CH:29]=[CH:30][CH:31]=1)[C:20]1[CH:25]=[CH:24][CH:23]=[CH:22][CH:21]=1)[CH2:12][CH:13]([CH3:15])[CH3:14])[C:2]1[CH:7]=[CH:6][CH:5]=[CH:4][CH:3]=1.